From a dataset of Full USPTO retrosynthesis dataset with 1.9M reactions from patents (1976-2016). Predict the reactants needed to synthesize the given product. (1) Given the product [C:7]([CH2:6][O:5][C:3](=[O:4])[CH:2]([CH3:1])[CH2:14]/[C:15](=[CH:23]/[C:24](/[CH3:39])=[CH:25]/[CH:26]([CH3:38])[CH2:27][CH:28]([CH3:37])[CH2:29][CH:30]([CH3:36])[CH2:31][CH:32]([CH3:35])[CH2:33][CH3:34])/[C:16]([OH:18])=[O:17])([OH:9])=[O:8], predict the reactants needed to synthesize it. The reactants are: [CH3:1][CH:2]([CH2:14]/[C:15](=[CH:23]/[C:24](/[CH3:39])=[CH:25]/[CH:26]([CH3:38])[CH2:27][CH:28]([CH3:37])[CH2:29][CH:30]([CH3:36])[CH2:31][CH:32]([CH3:35])[CH2:33][CH3:34])/[C:16]([O:18]C(C)(C)C)=[O:17])[C:3]([O:5][CH2:6][C:7]([O:9]C(C)(C)C)=[O:8])=[O:4].FC(F)(F)C(O)=O. (2) Given the product [CH3:22][O:21][C:18]1[CH:19]=[C:20]2[C:15](=[CH:16][C:17]=1[O:23][CH2:24][CH2:25][O:26][CH3:27])[N:14]=[CH:13][N:12]=[C:11]2[NH:10][C:6]1[C:7]([CH:8]=[C:2]([N:29]([CH3:28])[C:30]2[CH:35]=[CH:34][CH:33]=[CH:32][CH:31]=2)[C:3](=[O:4])[CH:5]=1)=[O:9], predict the reactants needed to synthesize it. The reactants are: Cl[C:2]1[C:3]([CH:5]=[C:6]([NH:10][C:11]2[C:20]3[C:15](=[CH:16][C:17]([O:23][CH2:24][CH2:25][O:26][CH3:27])=[C:18]([O:21][CH3:22])[CH:19]=3)[N:14]=[CH:13][N:12]=2)[C:7](=[O:9])[CH:8]=1)=[O:4].[CH3:28][NH:29][C:30]1[CH:35]=[CH:34][CH:33]=[CH:32][CH:31]=1. (3) Given the product [CH3:3][CH:2]([C:4]1[N:8]([CH2:9][CH2:10][C@@H:11]([OH:19])[CH2:12][C@@H:13]([OH:18])[CH2:14][C:15]([OH:17])=[O:16])[C:7]([C:20]2[CH:21]=[CH:22][C:23]([F:26])=[CH:24][CH:25]=2)=[C:6]([C:27]2[CH:28]=[CH:29][CH:30]=[CH:31][CH:32]=2)[C:5]=1[C:33]([NH:35][C:36]1[CH:37]=[CH:38][CH:39]=[CH:40][CH:41]=1)=[O:34])[CH3:1].[CH2:93]([OH:94])[C@H:91]([C@H:89]([C@@H:87]([C@@H:85]([CH2:84][OH:95])[OH:86])[OH:88])[OH:90])[OH:92], predict the reactants needed to synthesize it. The reactants are: [CH3:1][CH:2]([C:4]1[N:8]([CH2:9][CH2:10][C@@H:11]([OH:19])[CH2:12][C@@H:13]([OH:18])[CH2:14][C:15]([O-:17])=[O:16])[C:7]([C:20]2[CH:25]=[CH:24][C:23]([F:26])=[CH:22][CH:21]=2)=[C:6]([C:27]2[CH:32]=[CH:31][CH:30]=[CH:29][CH:28]=2)[C:5]=1[C:33]([NH:35][C:36]1[CH:41]=[CH:40][CH:39]=[CH:38][CH:37]=1)=[O:34])[CH3:3].[CH3:3][CH:2]([C:4]1[N:8]([CH2:9][CH2:10][C@@H:11]([OH:19])[CH2:12][C@@H:13]([OH:18])[CH2:14][C:15]([O-:17])=[O:16])[C:7]([C:20]2[CH:25]=[CH:24][C:23]([F:26])=[CH:22][CH:21]=2)=[C:6]([C:27]2[CH:32]=[CH:31][CH:30]=[CH:29][CH:28]=2)[C:5]=1[C:33]([NH:35][C:36]1[CH:41]=[CH:40][CH:39]=[CH:38][CH:37]=1)=[O:34])[CH3:1].[Ca+2].[CH2:84]([OH:95])[C@H:85]([C@H:87]([C@@H:89]([C@@H:91]([CH2:93][OH:94])[OH:92])[OH:90])[OH:88])[OH:86]. (4) Given the product [CH3:24][O:25][C:26]1[CH:33]=[CH:32][C:29]([CH2:30][N:15]([C:13]2[CH:14]=[C:9]([O:8][CH2:1][C:2]3[CH:3]=[CH:4][CH:5]=[CH:6][CH:7]=3)[CH:10]=[CH:11][C:12]=2[Br:23])[C:16]([CH:18]2[CH2:19][CH2:20][CH2:21][CH2:22]2)=[O:17])=[CH:28][CH:27]=1, predict the reactants needed to synthesize it. The reactants are: [CH2:1]([O:8][C:9]1[CH:10]=[CH:11][C:12]([Br:23])=[C:13]([NH:15][C:16]([CH:18]2[CH2:22][CH2:21][CH2:20][CH2:19]2)=[O:17])[CH:14]=1)[C:2]1[CH:7]=[CH:6][CH:5]=[CH:4][CH:3]=1.[CH3:24][O:25][C:26]1[CH:33]=[CH:32][C:29]([CH2:30]Cl)=[CH:28][CH:27]=1.C(=O)([O-])[O-].[K+].[K+].